Predict the reactants needed to synthesize the given product. From a dataset of Full USPTO retrosynthesis dataset with 1.9M reactions from patents (1976-2016). (1) Given the product [NH2:1][C:2]1[N:7]=[C:6]([C:8]([NH:35][C@H:36]([CH:55]([CH3:57])[CH3:56])[C:37]([N:39]2[CH2:44][CH2:43][C@@:42]([C:46]3[CH:47]=[CH:48][C:49]([Cl:52])=[CH:50][CH:51]=3)([OH:45])[C:41]([CH3:53])([CH3:54])[CH2:40]2)=[O:38])=[O:10])[CH:5]=[CH:4][CH:3]=1, predict the reactants needed to synthesize it. The reactants are: [NH2:1][C:2]1[N:7]=[C:6]([C:8]([OH:10])=O)[CH:5]=[CH:4][CH:3]=1.C(Cl)CCl.C1C=CC2N(O)N=NC=2C=1.CCN(C(C)C)C(C)C.Cl.[NH2:35][C@H:36]([CH:55]([CH3:57])[CH3:56])[C:37]([N:39]1[CH2:44][CH2:43][C@@:42]([C:46]2[CH:51]=[CH:50][C:49]([Cl:52])=[CH:48][CH:47]=2)([OH:45])[C:41]([CH3:54])([CH3:53])[CH2:40]1)=[O:38]. (2) Given the product [NH2:5][C:6]1[C:15]2[CH:14]=[CH:13][CH:12]=[C:11]([C:16]([NH:18][C:19]3[CH:24]=[C:23]([C:25](=[O:37])[NH:26][C:27]4[CH:32]=[CH:31][CH:30]=[C:29]([C:46]([C:47]#[N:48])([CH3:49])[CH3:42])[CH:28]=4)[CH:22]=[CH:21][C:20]=3[CH3:38])=[O:17])[C:10]=2[CH:9]=[CH:8][N:7]=1, predict the reactants needed to synthesize it. The reactants are: C([NH:5][C:6]1[C:15]2[CH:14]=[CH:13][CH:12]=[C:11]([C:16]([NH:18][C:19]3[CH:24]=[C:23]([C:25](=[O:37])[NH:26][C:27]4[CH:32]=[CH:31][CH:30]=[C:29](C(F)(F)F)[CH:28]=4)[CH:22]=[CH:21][C:20]=3[CH3:38])=[O:17])[C:10]=2[CH:9]=[CH:8][N:7]=1)(C)(C)C.NC1C=[C:42]([C:46](C)([CH3:49])[C:47]#[N:48])C=CC=1.NC1C=CC=CC=1.